Dataset: Peptide-MHC class II binding affinity with 134,281 pairs from IEDB. Task: Regression. Given a peptide amino acid sequence and an MHC pseudo amino acid sequence, predict their binding affinity value. This is MHC class II binding data. (1) The peptide sequence is AAAYAGTTVYGAFAA. The MHC is HLA-DQA10401-DQB10402 with pseudo-sequence HLA-DQA10401-DQB10402. The binding affinity (normalized) is 0.488. (2) The peptide sequence is INEPTASAIAYGLDR. The binding affinity (normalized) is 0.511. The MHC is HLA-DQA10401-DQB10402 with pseudo-sequence HLA-DQA10401-DQB10402. (3) The peptide sequence is KEADYSQIPISINYR. The MHC is HLA-DPA10201-DPB10101 with pseudo-sequence HLA-DPA10201-DPB10101. The binding affinity (normalized) is 0.292. (4) The peptide sequence is EKKYFAATQFEPYAA. The MHC is HLA-DPA10201-DPB11401 with pseudo-sequence HLA-DPA10201-DPB11401. The binding affinity (normalized) is 0.373.